Predict the reaction yield, written as a fraction of the theoretical maximum amount of product (1.0 means a 100% yield; for example, 0.34 means a 34% yield). From a dataset of Reaction yield outcomes from USPTO patents with 853,638 reactions. (1) The reactants are COC([N:5]1[CH2:9][CH:8]([C:10]2[C:18]3[C:13](=[CH:14][C:15]([F:19])=[CH:16][CH:17]=3)[NH:12][CH:11]=2)[CH:7]2[N:20]([C:23](=[O:39])[CH:24]([NH:31][C:32]([O:34][C:35]([CH3:38])([CH3:37])[CH3:36])=[O:33])[CH:25]3[CH2:30][CH2:29][CH2:28][CH2:27][CH2:26]3)[CH2:21][CH2:22][CH:6]12)=O.C([O-])([O-])=O.[K+].[K+].Br[CH2:47][C:48]([O:50][CH2:51][CH3:52])=[O:49]. The catalyst is C(#N)C.O. The product is [CH2:51]([O:50][C:48](=[O:49])[CH2:47][N:5]1[CH2:9][CH:8]([C:10]2[C:18]3[C:13](=[CH:14][C:15]([F:19])=[CH:16][CH:17]=3)[NH:12][CH:11]=2)[CH:7]2[N:20]([C:23](=[O:39])[CH:24]([NH:31][C:32]([O:34][C:35]([CH3:36])([CH3:38])[CH3:37])=[O:33])[CH:25]3[CH2:30][CH2:29][CH2:28][CH2:27][CH2:26]3)[CH2:21][CH2:22][CH:6]12)[CH3:52]. The yield is 0.820. (2) The yield is 0.780. The reactants are [CH2:1]([C:3]1[C:8](=[O:9])[NH:7][C:6]([CH3:10])=[C:5]([C:11]2[S:15][C:14]([S:16](Cl)(=[O:18])=[O:17])=[CH:13][CH:12]=2)[CH:4]=1)[CH3:2].[O:20]([CH2:27][CH2:28][NH2:29])[C:21]1[CH:26]=[CH:25][CH:24]=[CH:23][CH:22]=1. No catalyst specified. The product is [O:20]([CH2:27][CH2:28][NH:29][S:16]([C:14]1[S:15][C:11]([C:5]2[CH:4]=[C:3]([CH2:1][CH3:2])[C:8](=[O:9])[NH:7][C:6]=2[CH3:10])=[CH:12][CH:13]=1)(=[O:18])=[O:17])[C:21]1[CH:26]=[CH:25][CH:24]=[CH:23][CH:22]=1. (3) The reactants are [Br:1][C:2]1[C:7]([NH2:8])=[CH:6][C:5]([Br:9])=[CH:4][N:3]=1.C(N(CC)CC)C.[CH2:17]([O:24][CH2:25][C:26](Cl)=[O:27])[C:18]1[CH:23]=[CH:22][CH:21]=[CH:20][CH:19]=1. The catalyst is C(Cl)Cl. The product is [CH2:17]([O:24][CH2:25][C:26]([NH:8][C:7]1[C:2]([Br:1])=[N:3][CH:4]=[C:5]([Br:9])[CH:6]=1)=[O:27])[C:18]1[CH:23]=[CH:22][CH:21]=[CH:20][CH:19]=1. The yield is 0.242. (4) The product is [CH:1]1([CH2:6][C:8]2[C:9]([O:14][CH3:15])=[N:10][CH:11]=[CH:12][CH:13]=2)[CH2:2][CH:3]=[CH:4][CH2:5]1. The yield is 0.510. The reactants are [CH:1]1([C:6]([C:8]2[C:9]([O:14][CH3:15])=[N:10][CH:11]=[CH:12][CH:13]=2)=O)[CH2:5][CH:4]=[CH:3][CH2:2]1.[OH-].[K+].NN.O. The catalyst is C(O)CO. (5) The reactants are [NH:1]1[C:9]2[C:4](=[CH:5][C:6]([NH:10][C:11](=[O:17])[O:12][C:13]([CH3:16])([CH3:15])[CH3:14])=[CH:7][CH:8]=2)[CH:3]=[N:2]1.C([O-])([O-])=O.[K+].[K+].[I:24]I.OS([O-])=O.[Na+]. The catalyst is O.CN(C=O)C. The product is [I:24][C:3]1[C:4]2[C:9](=[CH:8][CH:7]=[C:6]([NH:10][C:11](=[O:17])[O:12][C:13]([CH3:14])([CH3:16])[CH3:15])[CH:5]=2)[NH:1][N:2]=1. The yield is 0.780. (6) The reactants are [C:1]([O:5][C:6]([NH:8][CH2:9][C:10]1[C:11]([CH2:30][CH:31]([CH3:33])[CH3:32])=[N:12][C:13]2[C:18]([C:19]=1[C:20]1[CH:25]=[CH:24][CH:23]=[CH:22][CH:21]=1)=[CH:17][C:16]([C:26]([O:28]C)=[O:27])=[CH:15][CH:14]=2)=[O:7])([CH3:4])([CH3:3])[CH3:2].CO.[OH-].[Na+]. The catalyst is O1CCCC1. The product is [C:1]([O:5][C:6]([NH:8][CH2:9][C:10]1[C:11]([CH2:30][CH:31]([CH3:33])[CH3:32])=[N:12][C:13]2[C:18]([C:19]=1[C:20]1[CH:21]=[CH:22][CH:23]=[CH:24][CH:25]=1)=[CH:17][C:16]([C:26]([OH:28])=[O:27])=[CH:15][CH:14]=2)=[O:7])([CH3:4])([CH3:3])[CH3:2]. The yield is 0.990.